The task is: Binary Classification. Given a miRNA mature sequence and a target amino acid sequence, predict their likelihood of interaction.. This data is from Experimentally validated miRNA-target interactions with 360,000+ pairs, plus equal number of negative samples. (1) The miRNA is mmu-miR-1192 with sequence AAACAAACAAACAGACCAAAUU. The protein sequence of the target gene is MAFSPWQILSPVQWAKWTWSAVRGSGAGEDEAGGPEGDPEEEEDSQAETKSLSFSSDSEGNFETPEAETPIRSPLKESCDSSPGLAEPEAKPQESREADEQLVAEVIEKCSPDTCSRSSENEAPQATVDSHPVKDVRGKAEHDVSKISVVRPFSIETRNCTDDPAALGTAAAHGCVPVLPGMALPSTTPEATQDEPVMDRGMGVTLEAFTEASLKTGGPCPEPVASRSKLRKPKPVSLRKKMAPEPEMLMEGSPLPKASSPWLPDGLDQNANPSVLRGSGAQRSPLNLKETAGVLSNDTS.... Result: 1 (interaction). (2) The protein sequence of the target gene is MDFSVKVDIEKEVTCPICLELLTEPLSLDCGHSFCQACITAKIKESVIISRGESSCPVCQTRFQPGNLRPNRHLANIVERVKEVKMSPQEGQKRDVCEHHGKKLQIFCKEDGKVICWVCELSQEHQGHQTFRINEVVKECQEKLQVALQRLIKEDQEAEKLEDDIRQERTAWKNYIQIERQKILKGFNEMRVILDNEEQRELQKLEEGEVNVLDNLAAATDQLVQQRQDASTLISDLQRRLRGSSVEMLQDVIDVMKRSESWTLKKPKSVSKKLKSVFRVPDLSGMLQVLKELTDVQYYW.... Result: 0 (no interaction). The miRNA is ath-miR774a with sequence UUGGUUACCCAUAUGGCCAUC. (3) The miRNA is hsa-miR-3161 with sequence CUGAUAAGAACAGAGGCCCAGAU. The protein sequence of the target gene is MAAAALPAWLSLQSRARTLRAFSTAVYSATPVPTPSLPERTPGNERPPRRKALPPRTEKMAVDQDWPSVYPVAAPFKPSAVPLPVRMGYPVKKGVPMAKEGNLELLKIPNFLHLTPVAIKKHCEALKDFCTEWPAALDSDEKCEKHFPIEIDSTDYVSSGPSVRNPRARVVVLRVKLSSLNLDDHAKKKLIKLVGERYCKTTDVLTIKTDRCPLRRQNYDYAVYLLTVLYHESWNTEEWEKSKTEADMEEYIWENSSSERNILETLLQMKAAEKNMEINKEELLGTKEIEEYKKSVVSLK.... Result: 0 (no interaction). (4) The miRNA is mmu-miR-31-5p with sequence AGGCAAGAUGCUGGCAUAGCUG. The protein sequence of the target gene is MAGILAWFWNERFWLPHNVTWADLKNTEEATFPQAEDLYLAFPLAFCIFMVRLIFERFIAKPCAIALNIQANGPQTAQPNAILEKVFTAITKHPDEKRLEGLSKQLDWDVRSIQRWFRQRRNQEKPSTLTRFCESMWRFSFYLYVFSYGVRFLKQTPWLWNTRHCWYNYPYQPLTADLHYYYILELSFYWSLMVSQFTDIKRKDFGIMFLHHLATIFLITFSYVNNMARVGTLVLCLHDSADALLEAAKMANYAKFQKMCDLLFVMFAVVFITTRLGIFPLWVLNTTLFESWEIVGPYPS.... Result: 0 (no interaction). (5) The miRNA is hsa-miR-631 with sequence AGACCUGGCCCAGACCUCAGC. The protein sequence of the target gene is MAPASRLLALWALAAVALPGSGAEGDGGWRPGGPGAVAEEERCTVERRADLTYAEFVQQYAFVRPVILQGLTDNSRFRALCSRDRLLASFGDRVVRLSTANTYSYHKVDLPFQEYVEQLLHPQDPTSLGNDTLYFFGDNNFTEWASLFRHYSPPPFGLLGTAPAYSFGIAGAGSGVPFHWHGPGYSEVIYGRKRWFLYPPEKTPEFHPNKTTLAWLRDTYPALPPSARPLECTIRAGEVLYFPDRWWHATLNLDTSVFISTFLG. Result: 0 (no interaction).